This data is from Full USPTO retrosynthesis dataset with 1.9M reactions from patents (1976-2016). The task is: Predict the reactants needed to synthesize the given product. Given the product [CH3:1][C:2]1[C:7]([C:8]([NH:29][C:21]2[C:16]([C:15]([NH:33][CH:30]([CH3:32])[CH3:31])=[O:19])=[CH:25][CH:26]=[CH:27][C:22]=2[CH3:23])=[O:10])=[CH:6][N:5]=[C:4]([C:11]([F:14])([F:13])[F:12])[N:3]=1, predict the reactants needed to synthesize it. The reactants are: [CH3:1][C:2]1[C:7]([C:8]([OH:10])=O)=[CH:6][N:5]=[C:4]([C:11]([F:14])([F:13])[F:12])[N:3]=1.[C:15](Cl)(=[O:19])[C:16](Cl)=O.[C:21]([NH2:29])(=O)[C:22]1[CH:27]=[CH:26][CH:25]=C[CH:23]=1.[CH:30]([N:33](CC)C(C)C)([CH3:32])[CH3:31].